From a dataset of Reaction yield outcomes from USPTO patents with 853,638 reactions. Predict the reaction yield, written as a fraction of the theoretical maximum amount of product (1.0 means a 100% yield; for example, 0.34 means a 34% yield). (1) The reactants are [Na].[O:2]=[C:3]([CH2:10][C:11]([O:13][CH2:14][CH3:15])=[O:12])[CH2:4][C:5]([O:7][CH2:8][CH3:9])=[O:6].[CH2:16](Br)[C:17]1[CH:22]=[CH:21][CH:20]=[CH:19][CH:18]=1. The catalyst is CCO. The product is [CH2:16]([CH:10]([C:3](=[O:2])[CH2:4][C:5]([O:7][CH2:8][CH3:9])=[O:6])[C:11]([O:13][CH2:14][CH3:15])=[O:12])[C:17]1[CH:22]=[CH:21][CH:20]=[CH:19][CH:18]=1. The yield is 0.380. (2) The reactants are [CH:1]1([CH2:6][CH:7]([C:11]2[CH:16]=[CH:15][C:14]([N+:17]([O-:19])=[O:18])=[CH:13][CH:12]=2)[C:8]([OH:10])=O)[CH2:5][CH2:4][CH2:3][CH2:2]1.C(Cl)(=O)C(Cl)=O.[CH3:26][O:27][C:28](=[O:36])[C:29]1[CH:34]=[CH:33][C:32]([NH2:35])=[N:31][CH:30]=1.C(N(CC)C(C)C)(C)C. The catalyst is C(Cl)Cl.CN(C)C=O.O1CCCC1. The product is [CH3:26][O:27][C:28](=[O:36])[C:29]1[CH:34]=[CH:33][C:32]([NH:35][C:8](=[O:10])[CH:7]([C:11]2[CH:16]=[CH:15][C:14]([N+:17]([O-:19])=[O:18])=[CH:13][CH:12]=2)[CH2:6][CH:1]2[CH2:2][CH2:3][CH2:4][CH2:5]2)=[N:31][CH:30]=1. The yield is 0.446.